This data is from Full USPTO retrosynthesis dataset with 1.9M reactions from patents (1976-2016). The task is: Predict the reactants needed to synthesize the given product. (1) Given the product [S:1]1[C:5]2[CH:6]=[CH:7][CH:8]=[CH:9][C:4]=2[N:3]=[C:2]1[NH:10][C:11]([O:13][CH2:14][C@@H:15]([N:22]([CH3:35])[C:23]([NH:25][CH2:26][C:27]1[CH:32]=[CH:31][CH:30]=[C:29]([F:33])[C:28]=1[Cl:34])=[O:24])[CH2:16][CH2:17][C:18]([OH:20])=[O:19])=[O:12], predict the reactants needed to synthesize it. The reactants are: [S:1]1[C:5]2[CH:6]=[CH:7][CH:8]=[CH:9][C:4]=2[N:3]=[C:2]1[NH:10][C:11]([O:13][CH2:14][C@@H:15]([N:22]([CH3:35])[C:23]([NH:25][CH2:26][C:27]1[CH:32]=[CH:31][CH:30]=[C:29]([F:33])[C:28]=1[Cl:34])=[O:24])[CH2:16][CH2:17][C:18]([O:20]C)=[O:19])=[O:12].[Li+].[OH-].Cl.C(OCC)(=O)C. (2) Given the product [OH:28][C:24]1([C:22]2[CH:21]=[C:20]([C:29]([F:32])([F:31])[F:30])[N:19]=[C:18]([O:3][CH:4]3[CH2:5][CH2:6][N:7]([C:10]([O:12][C:13]([CH3:16])([CH3:15])[CH3:14])=[O:11])[CH2:8][CH2:9]3)[CH:23]=2)[CH2:25][O:26][CH2:27]1, predict the reactants needed to synthesize it. The reactants are: [H-].[Na+].[OH:3][CH:4]1[CH2:9][CH2:8][N:7]([C:10]([O:12][C:13]([CH3:16])([CH3:15])[CH3:14])=[O:11])[CH2:6][CH2:5]1.Cl[C:18]1[CH:23]=[C:22]([C:24]2([OH:28])[CH2:27][O:26][CH2:25]2)[CH:21]=[C:20]([C:29]([F:32])([F:31])[F:30])[N:19]=1.[Cl-].[NH4+]. (3) Given the product [CH3:25][NH:26][C:3]([C:5]1[C:22]2[C:9](=[C:10]3[C:19](=[CH:20][CH:21]=2)[C:18]2[C:13](=[CH:14][CH:15]=[CH:16][CH:17]=2)[S:12](=[O:23])(=[O:24])[NH:11]3)[N:8]=[CH:7][CH:6]=1)=[O:2], predict the reactants needed to synthesize it. The reactants are: C[O:2][C:3]([C:5]1[C:22]2[C:9](=[C:10]3[C:19](=[CH:20][CH:21]=2)[C:18]2[C:13](=[CH:14][CH:15]=[CH:16][CH:17]=2)[S:12](=[O:24])(=[O:23])[NH:11]3)[N:8]=[CH:7][CH:6]=1)=O.[CH3:25][NH2:26]. (4) Given the product [NH2:10][CH2:11][CH2:12][CH2:13][N:14]([C:15]1[CH:16]=[C:17]2[C:21](=[C:22]([C:24]3[S:28][C:27]4[CH:29]=[CH:30][CH:31]=[CH:32][C:26]=4[CH:25]=3)[CH:23]=1)[NH:20][N:19]=[CH:18]2)[C:33]1[CH:38]=[CH:37][N:36]=[C:35]([NH2:39])[N:34]=1, predict the reactants needed to synthesize it. The reactants are: C(OC(=O)[NH:10][CH2:11][CH2:12][CH2:13][N:14]([C:33]1[CH:38]=[CH:37][N:36]=[C:35]([NH2:39])[N:34]=1)[C:15]1[CH:16]=[C:17]2[C:21](=[C:22]([C:24]3[S:28][C:27]4[CH:29]=[CH:30][CH:31]=[CH:32][C:26]=4[CH:25]=3)[CH:23]=1)[NH:20][N:19]=[CH:18]2)C1C=CC=CC=1.C(O)=O.